From a dataset of Reaction yield outcomes from USPTO patents with 853,638 reactions. Predict the reaction yield, written as a fraction of the theoretical maximum amount of product (1.0 means a 100% yield; for example, 0.34 means a 34% yield). The reactants are [C:1]([C:4]1[CH:5]=[CH:6][C:7]2[O:8][CH2:9][CH2:10][C:11]3[CH:17]=[C:16]([C:18]4[N:22]([C:23]5[CH:28]=[CH:27][C:26]([F:29])=[CH:25][C:24]=5[F:30])[N:21]=[CH:20][N:19]=4)[S:15][C:12]=3[C:13]=2[N:14]=1)([OH:3])=O.[CH3:31][N:32]([CH3:35])[CH:33]=O.[CH:36]([N:39](CC)[CH:40](C)C)(C)C.F[P-](F)(F)(F)(F)F.C[N+](C)=C(N(C)C)ON1C2N=CC=CC=2N=N1.C(=O)(O)[O-].[Na+]. No catalyst specified. The product is [F:30][C:24]1[CH:25]=[C:26]([F:29])[CH:27]=[CH:28][C:23]=1[N:22]1[C:18]([C:16]2[S:15][C:12]3[C:13]4[N:14]=[C:4]([C:1]([N:39]5[CH2:40][CH2:33][N:32]([CH3:35])[CH2:31][CH2:36]5)=[O:3])[CH:5]=[CH:6][C:7]=4[O:8][CH2:9][CH2:10][C:11]=3[CH:17]=2)=[N:19][CH:20]=[N:21]1. The yield is 0.320.